This data is from Full USPTO retrosynthesis dataset with 1.9M reactions from patents (1976-2016). The task is: Predict the reactants needed to synthesize the given product. (1) Given the product [ClH:1].[CH2:23]([N:30]1[CH2:35][CH2:34][C:33]([CH2:8][C:9](=[O:10])[C:11]2[CH:16]=[CH:15][C:14]([N:17]3[CH2:22][CH2:21][O:20][CH2:19][CH2:18]3)=[CH:13][CH:12]=2)([OH:36])[CH2:32][CH2:31]1)[C:24]1[CH:25]=[CH:26][CH:27]=[CH:28][CH:29]=1, predict the reactants needed to synthesize it. The reactants are: [Cl-:1].[Ce+3].[Cl-].[Cl-].[I-].[Na+].Br[CH2:8][C:9]([C:11]1[CH:16]=[CH:15][C:14]([N:17]2[CH2:22][CH2:21][O:20][CH2:19][CH2:18]2)=[CH:13][CH:12]=1)=[O:10].[CH2:23]([N:30]1[CH2:35][CH2:34][C:33](=[O:36])[CH2:32][CH2:31]1)[C:24]1[CH:29]=[CH:28][CH:27]=[CH:26][CH:25]=1. (2) The reactants are: [N:1]1[C:10]2[C:5](=[CH:6][N:7]=[CH:8][CH:9]=2)[CH:4]=[CH:3][C:2]=1[C:11]([OH:13])=O.O.ON1C2C=CC=CC=2N=N1.[Cl:25][C:26]1[CH:33]=[CH:32][CH:31]=[CH:30][C:27]=1[CH2:28][NH2:29].Cl.CN(C)CCCN=C=NCC. Given the product [Cl:25][C:26]1[CH:33]=[CH:32][CH:31]=[CH:30][C:27]=1[CH2:28][NH:29][C:11]([C:2]1[CH:3]=[CH:4][C:5]2[C:10](=[CH:9][CH:8]=[N:7][CH:6]=2)[N:1]=1)=[O:13], predict the reactants needed to synthesize it. (3) Given the product [CH3:1][C:2]1[CH:3]=[C:4]([N:8]([C:51]2[CH:56]=[CH:55][CH:54]=[C:53]([CH3:57])[CH:52]=2)[C:9]2[CH:21]=[CH:20][C:19]3[C:18]4[C:13](=[CH:14][C:15]([N:22]([C:30]5[CH:35]=[CH:34][CH:33]=[C:32]([CH3:36])[CH:31]=5)[C:23]5[CH:28]=[CH:27][CH:26]=[C:25]([CH3:29])[CH:24]=5)=[CH:16][CH:17]=4)[C:12]4([C:48]5[CH:47]=[C:46]([C:58]6[CH:63]=[CH:62][CH:61]=[CH:60][CH:59]=6)[CH:45]=[CH:44][C:43]=5[C:42]5[C:37]4=[CH:38][C:39]([C:75]4[CH:80]=[CH:79][CH:78]=[CH:77][CH:76]=4)=[CH:40][CH:41]=5)[C:11]=3[CH:10]=2)[CH:5]=[CH:6][CH:7]=1, predict the reactants needed to synthesize it. The reactants are: [CH3:1][C:2]1[CH:3]=[C:4]([N:8]([C:51]2[CH:56]=[CH:55][CH:54]=[C:53]([CH3:57])[CH:52]=2)[C:9]2[CH:21]=[CH:20][C:19]3[C:18]4[C:13](=[CH:14][C:15]([N:22]([C:30]5[CH:35]=[CH:34][CH:33]=[C:32]([CH3:36])[CH:31]=5)[C:23]5[CH:28]=[CH:27][CH:26]=[C:25]([CH3:29])[CH:24]=5)=[CH:16][CH:17]=4)[C:12]4([C:48]5[CH:47]=[C:46](Br)[CH:45]=[CH:44][C:43]=5[C:42]5[C:37]4=[CH:38][C:39](Br)=[CH:40][CH:41]=5)[C:11]=3[CH:10]=2)[CH:5]=[CH:6][CH:7]=1.[C:58]1(B(O)O)[CH:63]=[CH:62][CH:61]=[CH:60][CH:59]=1.P([O-])([O-])([O-])=O.[K+].[K+].[K+].[C:75]1(C)[CH:80]=[CH:79][CH:78]=[CH:77][C:76]=1P(C1C=CC=CC=1C)C1C=CC=CC=1C. (4) Given the product [F:12][C:9]([F:11])([F:10])[C:7]1[CH:6]=[C:5]([C:13]([CH3:43])([CH3:42])[C:14]([N:16]([C:18]2[CH:19]=[N:20][C:21]([N:32]3[CH2:37][CH2:36][N:35]4[CH2:38][CH2:39][N:40]([S:54]([CH3:53])(=[O:56])=[O:55])[CH2:41][CH:34]4[CH2:33]3)=[CH:22][C:23]=2[C:24]2[CH:29]=[CH:28][C:27]([F:30])=[CH:26][C:25]=2[CH3:31])[CH3:17])=[O:15])[CH:4]=[C:3]([C:2]([F:44])([F:1])[F:45])[CH:8]=1, predict the reactants needed to synthesize it. The reactants are: [F:1][C:2]([F:45])([F:44])[C:3]1[CH:4]=[C:5]([C:13]([CH3:43])([CH3:42])[C:14]([N:16]([C:18]2[CH:19]=[N:20][C:21]([N:32]3[CH2:37][CH2:36][N:35]4[CH2:38][CH2:39][NH:40][CH2:41][CH:34]4[CH2:33]3)=[CH:22][C:23]=2[C:24]2[CH:29]=[CH:28][C:27]([F:30])=[CH:26][C:25]=2[CH3:31])[CH3:17])=[O:15])[CH:6]=[C:7]([C:9]([F:12])([F:11])[F:10])[CH:8]=1.C(N(CC)CC)C.[CH3:53][S:54](Cl)(=[O:56])=[O:55]. (5) Given the product [CH3:15][C:3]1[C:2]([N:26]2[CH2:27][CH2:28][N:23]([CH2:22][C:21]3[CH:29]=[CH:30][C:18]([C:16]#[N:17])=[CH:19][CH:20]=3)[CH2:24][CH2:25]2)=[N:7][N:6]2[C:8]([C:11]([F:14])([F:13])[F:12])=[N:9][N:10]=[C:5]2[CH:4]=1, predict the reactants needed to synthesize it. The reactants are: Cl[C:2]1[C:3]([CH3:15])=[CH:4][C:5]2[N:6]([C:8]([C:11]([F:14])([F:13])[F:12])=[N:9][N:10]=2)[N:7]=1.[C:16]([C:18]1[CH:30]=[CH:29][C:21]([CH2:22][N:23]2[CH2:28][CH2:27][NH:26][CH2:25][CH2:24]2)=[CH:20][CH:19]=1)#[N:17].